Dataset: Choline transporter screen with 302,306 compounds. Task: Binary Classification. Given a drug SMILES string, predict its activity (active/inactive) in a high-throughput screening assay against a specified biological target. The drug is O(C(=O)c1c(C(=O)c2ccc(cc2)C)cccc1)CC(=O)Nc1cc([N+]([O-])=O)ccc1. The result is 0 (inactive).